Dataset: Catalyst prediction with 721,799 reactions and 888 catalyst types from USPTO. Task: Predict which catalyst facilitates the given reaction. (1) Reactant: [CH3:1][O:2][C:3]1[C:8]([N:9]2[CH2:13][CH2:12][O:11]C2=O)=[CH:7][CH:6]=[CH:5][C:4]=1[N:15]1[CH2:19][CH2:18][O:17]C1=O. Product: [OH:11][CH2:12][CH2:13][NH:9][C:8]1[CH:7]=[CH:6][CH:5]=[C:4]([NH:15][CH2:19][CH2:18][OH:17])[C:3]=1[O:2][CH3:1]. The catalyst class is: 500. (2) Reactant: [Cl:1][C:2]1[CH:3]=[C:4]([OH:10])[CH:5]=[C:6]([C:8]#[N:9])[CH:7]=1.C(=O)([O-])[O-].[K+].[K+].[F:17][C:18]1[CH:23]=[C:22](F)[CH:21]=[C:20]([F:25])[N:19]=1. Product: [Cl:1][C:2]1[CH:7]=[C:6]([CH:5]=[C:4]([O:10][C:22]2[CH:21]=[C:20]([F:25])[N:19]=[C:18]([F:17])[CH:23]=2)[CH:3]=1)[C:8]#[N:9]. The catalyst class is: 3. (3) Reactant: Cl.[NH2:2][C@@H:3]1[CH2:9][C:8]2[CH:10]=[CH:11][CH:12]=[CH:13][C:7]=2[CH2:6][NH:5][C:4]1=[O:14].[Cl:15][C:16]1[CH:17]=[C:18]2[C:22](=[CH:23][CH:24]=1)[NH:21][C:20]([C:25](O)=[O:26])=[CH:19]2.ON1C2N=CC=CC=2N=N1.Cl.CN(C)CCCN=C=NCC.C(N(C(C)C)CC)(C)C. Product: [Cl:15][C:16]1[CH:17]=[C:18]2[C:22](=[CH:23][CH:24]=1)[NH:21][C:20]([C:25]([NH:2][C@@H:3]1[CH2:9][C:8]3[CH:10]=[CH:11][CH:12]=[CH:13][C:7]=3[CH2:6][NH:5][C:4]1=[O:14])=[O:26])=[CH:19]2. The catalyst class is: 7. (4) The catalyst class is: 13. Reactant: C([O:4][C:5]1[C:17]2[CH:18]=[CH:19][CH:20]=[CH:21][C:16]=2[C:15]2[C:14]3[CH:13]=[CH:12][CH:11]=[CH:10][C:9]=3[C:8](=[O:22])[C:7]=2[CH:6]=1)(=O)C.O1CCCC1.[H-].[Na+].[NH4+].[Cl-]. Product: [OH:4][C:5]1[C:17]2[CH:18]=[CH:19][CH:20]=[CH:21][C:16]=2[C:15]2[C:14]3[CH:13]=[CH:12][CH:11]=[CH:10][C:9]=3[CH:8]([OH:22])[C:7]=2[CH:6]=1. (5) Reactant: [Br:1][C:2]1[C:3](Cl)=[N:4][C:5]([Cl:8])=[N:6][CH:7]=1.[CH3:10][C:11]1[C:15]([Sn](CCCC)(CCCC)CCCC)=[C:14]([CH3:29])[O:13][N:12]=1. Product: [Br:1][C:2]1[C:3]([C:15]2[C:11]([CH3:10])=[N:12][O:13][C:14]=2[CH3:29])=[N:4][C:5]([Cl:8])=[N:6][CH:7]=1. The catalyst class is: 233.